This data is from Retrosynthesis with 50K atom-mapped reactions and 10 reaction types from USPTO. The task is: Predict the reactants needed to synthesize the given product. Given the product CN(C)CCC1CN(C)C(=S)c2cccnc2O1, predict the reactants needed to synthesize it. The reactants are: CN1CC(CCCl)Oc2ncccc2C1=S.CNC.